Predict the reactants needed to synthesize the given product. From a dataset of Full USPTO retrosynthesis dataset with 1.9M reactions from patents (1976-2016). (1) Given the product [Cl:27][C:26]1[C:25]([Cl:28])=[C:24]([CH3:29])[NH:23][C:22]=1[C:20]([NH:19][CH:16]1[CH2:15][CH2:14][N:13]([C:5]2[S:6][C:7]([C:8]([OH:10])=[O:9])=[C:3]([CH2:2][NH:1][S:31]([CH3:30])(=[O:33])=[O:32])[N:4]=2)[CH2:18][CH2:17]1)=[O:21], predict the reactants needed to synthesize it. The reactants are: [NH2:1][CH2:2][C:3]1[N:4]=[C:5]([N:13]2[CH2:18][CH2:17][CH:16]([NH:19][C:20]([C:22]3[NH:23][C:24]([CH3:29])=[C:25]([Cl:28])[C:26]=3[Cl:27])=[O:21])[CH2:15][CH2:14]2)[S:6][C:7]=1[C:8]([O:10]CC)=[O:9].[CH3:30][S:31](Cl)(=[O:33])=[O:32]. (2) Given the product [NH2:29][C:23]1([C:21]([NH:20][C@H:17]([C:18]#[N:19])[CH2:16][C:13]2[CH:12]=[CH:11][C:10]([C:7]3[CH:8]=[CH:9][C:4]([C:1](=[O:3])[NH2:2])=[C:5]([F:37])[CH:6]=3)=[CH:15][CH:14]=2)=[O:22])[CH2:24][CH2:25][O:26][CH2:27][CH2:28]1, predict the reactants needed to synthesize it. The reactants are: [C:1]([C:4]1[CH:9]=[CH:8][C:7]([C:10]2[CH:15]=[CH:14][C:13]([CH2:16][C@H:17]([NH:20][C:21]([C:23]3([NH:29]C(=O)OC(C)(C)C)[CH2:28][CH2:27][O:26][CH2:25][CH2:24]3)=[O:22])[C:18]#[N:19])=[CH:12][CH:11]=2)=[CH:6][C:5]=1[F:37])(=[O:3])[NH2:2]. (3) Given the product [CH2:14]([C@H:16]1[C@:17]([OH:23])([CH3:22])[CH2:18][C:19](=[O:21])[N:20]1[C:2]1[CH:9]=[CH:8][C:5]([C:6]#[N:7])=[C:4]([C:10]([F:13])([F:12])[F:11])[CH:3]=1)[CH3:15], predict the reactants needed to synthesize it. The reactants are: I[C:2]1[CH:9]=[CH:8][C:5]([C:6]#[N:7])=[C:4]([C:10]([F:13])([F:12])[F:11])[CH:3]=1.[CH2:14]([C@@H:16]1[NH:20][C:19](=[O:21])[CH2:18][C@@:17]1([OH:23])[CH3:22])[CH3:15].C1(P(C2C=CC=CC=2)C2C3OC4C(=CC=CC=4P(C4C=CC=CC=4)C4C=CC=CC=4)C(C)(C)C=3C=CC=2)C=CC=CC=1.C(=O)([O-])[O-].[Cs+].[Cs+].